Task: Predict the product of the given reaction.. Dataset: Forward reaction prediction with 1.9M reactions from USPTO patents (1976-2016) (1) Given the reactants [Cl:1][C:2]1[CH:7]=[CH:6][C:5]([C@@H:8]2[CH2:17][CH2:16][CH2:15][C@H:14]3[N:9]2[C:10](=[O:18])[CH2:11][CH:12]=[CH:13]3)=[CH:4][CH:3]=1.[H][H], predict the reaction product. The product is: [Cl:1][C:2]1[CH:7]=[CH:6][C:5]([C@@H:8]2[CH2:17][CH2:16][CH2:15][C@H:14]3[N:9]2[C:10](=[O:18])[CH2:11][CH2:12][CH2:13]3)=[CH:4][CH:3]=1. (2) Given the reactants Br[C:2]1[N:7]=[C:6]([C:8]2[CH:13]=[CH:12][C:11]([CH3:14])=[CH:10][CH:9]=2)[C:5]([N:15]2[CH2:20][CH2:19][N:18]([C:21]3[CH:26]=[CH:25][C:24]([CH3:27])=[CH:23][CH:22]=3)[CH2:17][CH2:16]2)=[CH:4][CH:3]=1.[CH3:28]B1OB(C)OB(C)O1.C1COCC1.C(=O)([O-])[O-].[K+].[K+], predict the reaction product. The product is: [CH3:28][C:2]1[N:7]=[C:6]([C:8]2[CH:9]=[CH:10][C:11]([CH3:14])=[CH:12][CH:13]=2)[C:5]([N:15]2[CH2:20][CH2:19][N:18]([C:21]3[CH:26]=[CH:25][C:24]([CH3:27])=[CH:23][CH:22]=3)[CH2:17][CH2:16]2)=[CH:4][CH:3]=1. (3) Given the reactants Br[CH2:2][C:3]1[CH:4]=[C:5]([CH:10]=[C:11]([Cl:13])[N:12]=1)[C:6]([O:8]C)=[O:7].[C:14]([O-:17])(=[O:16])[CH3:15].[Na+], predict the reaction product. The product is: [C:14]([O:17][CH2:2][C:3]1[CH:4]=[C:5]([CH:10]=[C:11]([Cl:13])[N:12]=1)[C:6]([OH:8])=[O:7])(=[O:16])[CH3:15]. (4) The product is: [OH:23][C:16]1[N:8]=[C:5]2[NH:4][C@:3]([CH3:2])([C:9]([F:12])([F:10])[F:11])[CH2:7][N:6]2[C:18](=[O:19])[CH:17]=1. Given the reactants Br.[CH3:2][C@@:3]1([C:9]([F:12])([F:11])[F:10])[CH2:7][NH:6][C:5]([NH2:8])=[N:4]1.C[O-].[Na+].[C:16](OCC)(=[O:23])[CH2:17][C:18](OCC)=[O:19].Cl, predict the reaction product. (5) Given the reactants C([O:8][CH2:9][CH2:10][CH2:11][C:12]1([C:25]([O:27][CH2:28][CH3:29])=[O:26])[CH2:17][CH2:16][N:15]([C:18]([O:20][C:21]([CH3:24])([CH3:23])[CH3:22])=[O:19])[CH2:14][CH2:13]1)C1C=CC=CC=1, predict the reaction product. The product is: [OH:8][CH2:9][CH2:10][CH2:11][C:12]1([C:25]([O:27][CH2:28][CH3:29])=[O:26])[CH2:17][CH2:16][N:15]([C:18]([O:20][C:21]([CH3:24])([CH3:23])[CH3:22])=[O:19])[CH2:14][CH2:13]1. (6) The product is: [F:33][CH:29]([F:34])[O:20][C:11]1[C:12]([F:19])=[CH:13][C:14]([N+:16]([O-:18])=[O:17])=[CH:15][C:10]=1[CH2:9][N:7]([CH3:8])[C:6](=[O:21])[O:5][C:1]([CH3:4])([CH3:2])[CH3:3]. Given the reactants [C:1]([O:5][C:6](=[O:21])[N:7]([CH2:9][C:10]1[CH:15]=[C:14]([N+:16]([O-:18])=[O:17])[CH:13]=[C:12]([F:19])[C:11]=1[OH:20])[CH3:8])([CH3:4])([CH3:3])[CH3:2].C([O-])([O-])=O.[K+].[K+].Cl[C:29]([F:34])([F:33])C([O-])=O.[Na+], predict the reaction product. (7) Given the reactants [F:1][C:2]1[CH:3]=[C:4]([N:17]2[C:24](=[S:25])[N:23]([C:26]3[CH:27]=[C:28]([C:34]([F:37])([F:36])[F:35])[C:29]([C:32]#[N:33])=[N:30][CH:31]=3)[C:22](=[O:38])[C:18]32[CH2:21][CH2:20][CH2:19]3)[CH:5]=[CH:6][C:7]=1[O:8][CH2:9][CH2:10][N:11]1[CH2:16][CH2:15][NH:14][CH2:13][CH2:12]1.[C:39](OC(=O)C)(=[O:41])[CH3:40].C(N(CC)CC)C, predict the reaction product. The product is: [C:39]([N:14]1[CH2:15][CH2:16][N:11]([CH2:10][CH2:9][O:8][C:7]2[CH:6]=[CH:5][C:4]([N:17]3[C:24](=[S:25])[N:23]([C:26]4[CH:27]=[C:28]([C:34]([F:36])([F:37])[F:35])[C:29]([C:32]#[N:33])=[N:30][CH:31]=4)[C:22](=[O:38])[C:18]43[CH2:19][CH2:20][CH2:21]4)=[CH:3][C:2]=2[F:1])[CH2:12][CH2:13]1)(=[O:41])[CH3:40].